Task: Binary Classification. Given a miRNA mature sequence and a target amino acid sequence, predict their likelihood of interaction.. Dataset: Experimentally validated miRNA-target interactions with 360,000+ pairs, plus equal number of negative samples (1) The protein sequence of the target gene is MESKYKEILLLTGLDNITDEELDRFKFFLSDEFNIATGKLHTANRIQVATLMIQNAGAVSAVMKTIRIFQKLNYMLLAKRLQEEKEKVDKQYKSVTKPKPLSQAEMSPAASAAIRNDVAKQRAAPKVSPHVKPEQKQMVAQQESIREGFQKRCLPVMVLKAKKPFTFETQEGKQEMFHATVATEKEFFFVKVFNTLLKDKFIPKRIIIIARYYRHSGFLEVNSASRVLDAESDQKVNVPLNIIRKAGETPKINTLQTQPLGTIVNGLFVVQKVTEKKKNILFDLSDNTGKMEVLGVRNED.... Result: 0 (no interaction). The miRNA is hsa-miR-4693-3p with sequence UGAGAGUGGAAUUCACAGUAUUU. (2) The miRNA is hsa-miR-4717-5p with sequence UAGGCCACAGCCACCCAUGUGU. The protein sequence of the target gene is MPFLELDTNLPANRVPAGLEKRLCAAAASILGKPADRVNVTVRPGLAMALSGSTEPCAQLSISSIGVVGTAEDNRSHSAHFFEFLTKELALGQDRILIRFFPLESWQIGKIGTVMTFL. Result: 0 (no interaction). (3) The miRNA is hsa-miR-184 with sequence UGGACGGAGAACUGAUAAGGGU. The protein sequence of the target gene is MVNSLLFGEMALAFGCPPGGGGGGCPGGGGGGGGAGPGPSPVTAALRDDLGSNIHLLKGLNVRFRCFLAKVHELERRNRLLEKQLEQQQSERERRLRYKTFSREQAVQTGPELLRPPAPGGGHGLSSGAAAGANANAVALGGLPPGGGSHPQHYGRLPGTIWSYTQVRRTGGGGVETVQGPGVSWVHPDGVGVQIDTITPEIRALYNVLAKVKRERDEYKRRWEEELAKRMNLQTMVDTLQEAAQEADAIQEEMNEKIERLKAELVVFKGLMSDPMTDLDTKIQEKAMKVDMDICRRIDI.... Result: 1 (interaction). (4) The miRNA is hsa-miR-203b-5p with sequence UAGUGGUCCUAAACAUUUCACA. The protein sequence of the target gene is MLEEGVLPSPGPALPQEENTGEEGMAAGLLTAGPRGSTFFSSVTVAFAQERWRCLVSTPRDRFKEGIPGKSRSLVLLGLPVSQPGMNSQLEQREGAWMLEGEDLRSPSPGWKIISGSPPEQALSEASFQDPCVEMPPGDSDHGTSDLEKSFNLRPVLSPQQRVPVEARPRKCETHTESFKNSEILKPHRAKPYACNECGKAFSYCSSLSQHQKSHTGEKPYECSECGKAFSQSSSLIQHQRIHTGEKPYKCSECGRAFSQNANLTKHQRTHTGEKPYRCSECEKAFSDCSALVQHQRIHT.... Result: 0 (no interaction). (5) The miRNA is hsa-miR-19a-5p with sequence AGUUUUGCAUAGUUGCACUACA. The protein sequence of the target gene is MSGEVRLRQLEQFILDGPAQTNGQCFSVETLLDILICLYDECNNSPLRREKNILEYLEWAKPFTSKVKQMRLHREDFEILKVIGRGAFGEVAVVKLKNADKVFAMKILNKWEMLKRAETACFREERDVLVNGDSKWITTLHYAFQDDNNLYLVMDYYVGGDLLTLLSKFEDRLPEEMARFYLAEMVIAIDSVHQLHYVHRDIKPDNILMDMNGHIRLADFGSCLKLMEDGTVQSSVAVGTPDYISPEILQAMEDGKGRYGPECDWWSLGVCMYEMLYGETPFYAESLVETYGKIMNHKER.... Result: 0 (no interaction). (6) The miRNA is hsa-miR-6839-3p with sequence UUGGGUUUUCUCUUCAAUCCAG. The protein sequence of the target gene is MPQPSVSGMDPPFGDAFRSHTFSEQTLMSTDLLANSSDPDFMYELDREMNYQQNPRDNFLSLEDCKDIENLETFTDVLDNEDALTSNWEQWDTYCEDLTKYTKLTSCDIWGTKEVDYLGLDDFSSPYQDEEVISKTPTLAQLNSEDSQSVSDSLYYPDSLFSVKQNPLPPSSFPSKKITNRAAAPVCSSKTLQAEVPSSDCVQKASKPTSSTQIMVKTNMYHNEKVNFHVECKDYVKKAKVKINPVQQGRPLLSQVHIDAAKENTCYCGAVAKRQERRGVEPHQGRGTPALPFKETQELL.... Result: 0 (no interaction). (7) The miRNA is hsa-miR-432-5p with sequence UCUUGGAGUAGGUCAUUGGGUGG. The protein sequence of the target gene is MELAHSLLLNEEAYNQLGEVQKAEFIFEWLRYLEKLLLATSRNDVREKQKTLVEQLLSLLNSSPGPPTRKLLAKNLAILYSIGDTFSVHEAIDKCNDLIRSKDDSPSYLPTKLAAVVCLGSLYKKLGRILGNTFTDTVGNILKAMKSAESQGRYEIMLSLQNILNGLGAAAAPCHRDVYKAARSCLTDRSMAVRCAAAKNEAIFMWSTDLDSVATLCFKSFEGSNYDVRISVSKLLGIILAKAVISKHPGTAASRQSIRRVSLEEVLELLGTGFLRGSSGFLRASGDMLKGTSSVSRDVR.... Result: 1 (interaction).